This data is from Full USPTO retrosynthesis dataset with 1.9M reactions from patents (1976-2016). The task is: Predict the reactants needed to synthesize the given product. Given the product [Cl:10][C:9]1[C:8]([F:11])=[CH:7][CH:6]=[C:5]([Cl:12])[C:4]=1[CH:2]([OH:3])[CH3:1], predict the reactants needed to synthesize it. The reactants are: [CH3:1][C:2]([C:4]1[C:9]([Cl:10])=[C:8]([F:11])[CH:7]=[CH:6][C:5]=1[Cl:12])=[O:3].[H-].[Al+3].[Li+].[H-].[H-].[H-].[OH-].[Na+].[O-]S([O-])(=O)=O.[Mg+2].